Dataset: Peptide-MHC class I binding affinity with 185,985 pairs from IEDB/IMGT. Task: Regression. Given a peptide amino acid sequence and an MHC pseudo amino acid sequence, predict their binding affinity value. This is MHC class I binding data. (1) The peptide sequence is HVIQNAFRK. The MHC is HLA-A29:02 with pseudo-sequence HLA-A29:02. The binding affinity (normalized) is 0.213. (2) The peptide sequence is SPGDNSAKF. The MHC is HLA-A24:03 with pseudo-sequence HLA-A24:03. The binding affinity (normalized) is 0.0847. (3) The binding affinity (normalized) is 0. The MHC is HLA-B51:01 with pseudo-sequence HLA-B51:01. The peptide sequence is LALEVARQKR. (4) The binding affinity (normalized) is 0. The MHC is HLA-A33:01 with pseudo-sequence HLA-A33:01. The peptide sequence is DIICEDAMYY. (5) The peptide sequence is GIYKDNLLL. The MHC is HLA-A02:01 with pseudo-sequence HLA-A02:01. The binding affinity (normalized) is 0.321. (6) The peptide sequence is TIDKSSPLY. The MHC is HLA-A03:01 with pseudo-sequence HLA-A03:01. The binding affinity (normalized) is 0.614. (7) The peptide sequence is LLIFHINGK. The MHC is HLA-A11:01 with pseudo-sequence HLA-A11:01. The binding affinity (normalized) is 0.407. (8) The peptide sequence is EIVKNIREGT. The MHC is HLA-A02:01 with pseudo-sequence HLA-A02:01. The binding affinity (normalized) is 0.133.